Dataset: Peptide-MHC class I binding affinity with 185,985 pairs from IEDB/IMGT. Task: Regression. Given a peptide amino acid sequence and an MHC pseudo amino acid sequence, predict their binding affinity value. This is MHC class I binding data. (1) The peptide sequence is KLYKMRIPR. The MHC is HLA-A26:01 with pseudo-sequence HLA-A26:01. The binding affinity (normalized) is 0.0847. (2) The peptide sequence is EKEENMVKSL. The MHC is HLA-B08:01 with pseudo-sequence HLA-B08:01. The binding affinity (normalized) is 0.143. (3) The peptide sequence is KRMMIRYCL. The MHC is HLA-B15:42 with pseudo-sequence HLA-B15:42. The binding affinity (normalized) is 0.213. (4) The peptide sequence is VMNTEHKAY. The MHC is HLA-A01:01 with pseudo-sequence HLA-A01:01. The binding affinity (normalized) is 0.0938. (5) The peptide sequence is HKELAITAL. The MHC is HLA-A25:01 with pseudo-sequence HLA-A25:01. The binding affinity (normalized) is 0.0847. (6) The peptide sequence is EEMATKADY. The MHC is HLA-B58:01 with pseudo-sequence HLA-B58:01. The binding affinity (normalized) is 0.0847. (7) The peptide sequence is YVPTEFWGF. The MHC is HLA-B39:01 with pseudo-sequence HLA-B39:01. The binding affinity (normalized) is 0.0847.